Predict the product of the given reaction. From a dataset of Forward reaction prediction with 1.9M reactions from USPTO patents (1976-2016). Given the reactants [Cl:1][C:2]1[CH:30]=[CH:29][C:5]([CH2:6][N:7]2[C:15]3[C:10](=[CH:11][C:12](/[CH:16]=[C:17]4/[C:18](=[O:27])[N:19]([CH2:23][C:24](O)=O)[C:20](=[O:22])[S:21]/4)=[CH:13][CH:14]=3)[C:9]([Cl:28])=[N:8]2)=[C:4]([C:31]([F:34])([F:33])[F:32])[CH:3]=1.[CH3:35][N:36]1C[CH2:39][CH2:38][C@H:37]1CO, predict the reaction product. The product is: [Cl:28][C:9]1[C:10]2[C:15](=[CH:14][CH:13]=[C:12](/[CH:16]=[C:17]3/[C:18](=[O:27])[N:19]([CH2:23][C@@H:24]4[CH2:39][CH2:38][CH2:37][N:36]4[CH3:35])[C:20](=[O:22])[S:21]/3)[CH:11]=2)[N:7]([CH2:6][C:5]2[CH:29]=[CH:30][C:2]([Cl:1])=[CH:3][C:4]=2[C:31]([F:34])([F:32])[F:33])[N:8]=1.